From a dataset of Full USPTO retrosynthesis dataset with 1.9M reactions from patents (1976-2016). Predict the reactants needed to synthesize the given product. (1) Given the product [Cl:19][C:20]1[CH:26]=[CH:25][CH:24]=[CH:23][C:21]=1[NH:22][C:16]([C:14]1[S:15][C:11]([C:3]2[C:2]([CH3:1])=[C:6]([C:7]([F:8])([F:9])[F:10])[O:5][N:4]=2)=[CH:12][CH:13]=1)=[O:18], predict the reactants needed to synthesize it. The reactants are: [CH3:1][C:2]1[C:3]([C:11]2[S:15][C:14]([C:16]([OH:18])=O)=[CH:13][CH:12]=2)=[N:4][O:5][C:6]=1[C:7]([F:10])([F:9])[F:8].[Cl:19][C:20]1[CH:26]=[CH:25][CH:24]=[CH:23][C:21]=1[NH2:22]. (2) Given the product [CH3:56][O:57][C:58](=[O:61])[CH2:59][NH:60][C:31](=[O:32])[C@H:27]([CH:28]([CH3:30])[CH3:29])[NH:26][C:24](=[O:25])[CH2:23][NH:22][C:20](=[O:21])[C@@H:19]1[CH2:34][CH2:35][CH2:36][N:18]1[C:16](=[O:17])[C@H:12]([CH:13]([CH3:15])[CH3:14])[NH:11][C:1]([O:3][CH2:4][C:5]1[CH:10]=[CH:9][CH:8]=[CH:7][CH:6]=1)=[O:2], predict the reactants needed to synthesize it. The reactants are: [C:1]([NH:11][C@H:12]([C:16]([N:18]1[CH2:36][CH2:35][CH2:34][C@H:19]1[C:20]([NH:22][CH2:23][C:24]([NH:26][C@H:27]([C:31](O)=[O:32])[CH:28]([CH3:30])[CH3:29])=[O:25])=[O:21])=[O:17])[CH:13]([CH3:15])[CH3:14])([O:3][CH2:4][C:5]1[CH:10]=[CH:9][CH:8]=[CH:7][CH:6]=1)=[O:2].CN(C)CCCN=C=NCC.C(N(CC)CC)C.Cl.[CH3:56][O:57][C:58](=[O:61])[CH2:59][NH2:60]. (3) Given the product [ClH:19].[CH:1]12[CH2:18][CH:4]([CH:5]([NH2:7])[CH2:6]1)[CH2:3][O:2]2, predict the reactants needed to synthesize it. The reactants are: [CH:1]12[CH2:18][CH:4]([CH:5]([NH:7]C(=O)OCC3C=CC=CC=3)[CH2:6]1)[CH2:3][O:2]2.[ClH:19]. (4) Given the product [CH2:1]([O:3][C:4]1[C:13]([NH:14][C:15]([N:36]2[CH2:35][CH2:34][N:33]([C:28]3[CH:29]=[CH:30][CH:31]=[CH:32][C:27]=3[O:26][CH2:24][CH3:25])[CH2:38][CH2:37]2)=[O:23])=[N:12][C:11]2[C:6](=[CH:7][CH:8]=[CH:9][CH:10]=2)[N:5]=1)[CH3:2], predict the reactants needed to synthesize it. The reactants are: [CH2:1]([O:3][C:4]1[C:13]([NH:14][C:15](=[O:23])OC2C=CC=CC=2)=[N:12][C:11]2[C:6](=[CH:7][CH:8]=[CH:9][CH:10]=2)[N:5]=1)[CH3:2].[CH2:24]([O:26][C:27]1[CH:32]=[CH:31][CH:30]=[CH:29][C:28]=1[N:33]1[CH2:38][CH2:37][NH:36][CH2:35][CH2:34]1)[CH3:25]. (5) The reactants are: [CH3:1][CH2:2][CH2:3][CH2:4][CH2:5][N:6]([CH2:8][CH2:9][C:10]([P:16]([OH:19])([OH:18])=[O:17])([P:12]([OH:15])([OH:14])=[O:13])[OH:11])[CH3:7].CC(O)CC.[OH-].[Na+:26]. Given the product [CH3:1][CH2:2][CH2:3][CH2:4][CH2:5][N:6]([CH2:8][CH2:9][C:10]([P:16]([O-:19])([OH:18])=[O:17])([P:12]([OH:15])([OH:14])=[O:13])[OH:11])[CH3:7].[Na+:26], predict the reactants needed to synthesize it. (6) Given the product [F:1][C:2]1[CH:3]=[CH:4][C:5]([N:8]2[C:17]3[C:12](=[CH:13][C:14]([CH2:18][O:19][C:27]4[CH:28]=[N:29][C:30]([CH3:33])=[N:31][CH:32]=4)=[CH:15][CH:16]=3)[C:11](=[O:20])[C:10]([C:21]([O:23][CH2:24][CH3:25])=[O:22])=[CH:9]2)=[CH:6][CH:7]=1, predict the reactants needed to synthesize it. The reactants are: [F:1][C:2]1[CH:7]=[CH:6][C:5]([N:8]2[C:17]3[C:12](=[CH:13][C:14]([CH2:18][OH:19])=[CH:15][CH:16]=3)[C:11](=[O:20])[C:10]([C:21]([O:23][CH2:24][CH3:25])=[O:22])=[CH:9]2)=[CH:4][CH:3]=1.O[C:27]1[CH:28]=[N:29][C:30]([CH3:33])=[N:31][CH:32]=1.C1(P(C2C=CC=CC=2)C2C=CC=CC=2)C=CC=CC=1.CC(OC(/N=N/C(OC(C)(C)C)=O)=O)(C)C. (7) Given the product [NH:21]1[C:29]2=[N:28][CH:27]=[CH:26][CH:25]=[C:24]2[C:23]([CH:30]=[C:12]2[O:11][C:10]([NH:9][C:6]3[CH:7]=[CH:8][C:3]([O:2][CH3:1])=[CH:4][CH:5]=3)=[C:14]([C:15]([O:17][CH2:18][CH3:19])=[O:16])[C:13]2=[O:20])=[CH:22]1, predict the reactants needed to synthesize it. The reactants are: [CH3:1][O:2][C:3]1[CH:8]=[CH:7][C:6]([NH:9][C:10]2[O:11][CH2:12][C:13](=[O:20])[C:14]=2[C:15]([O:17][CH2:18][CH3:19])=[O:16])=[CH:5][CH:4]=1.[NH:21]1[C:29]2[C:24](=[CH:25][CH:26]=[CH:27][N:28]=2)[C:23]([CH:30]=O)=[CH:22]1.N1CCCCC1. (8) Given the product [NH2:1][C:2]1[N:7]=[CH:6][C:5]([C:8]([N:10]=[S:11]([CH2:21][CH2:22][CH2:23][CH2:24][C:25]([O:27][CH3:28])=[O:26])([CH2:13][CH2:14][CH2:15][CH2:16][C:17]([O:19][CH3:20])=[O:18])=[O:12])=[O:9])=[CH:4][C:3]=1[C:31]#[C:30][C:32]1[CH:38]=[CH:37][C:35]([NH2:36])=[CH:34][CH:33]=1, predict the reactants needed to synthesize it. The reactants are: [NH2:1][C:2]1[N:7]=[CH:6][C:5]([C:8]([N:10]=[S:11]([CH2:21][CH2:22][CH2:23][CH2:24][C:25]([O:27][CH3:28])=[O:26])([CH2:13][CH2:14][CH2:15][CH2:16][C:17]([O:19][CH3:20])=[O:18])=[O:12])=[O:9])=[CH:4][C:3]=1I.[C:30]([C:32]1[CH:38]=[CH:37][C:35]([NH2:36])=[CH:34][CH:33]=1)#[CH:31].C(N(CC)CC)C. (9) Given the product [F:1][C:2]1[C:3]([CH3:26])=[C:4]([C:8]2([C:22]([O:24][CH3:25])=[O:23])[CH2:13][CH:12]=[C:11]([C:30]3[CH:31]=[N:32][CH:33]=[C:28]([F:27])[CH:29]=3)[CH2:10][CH2:9]2)[CH:5]=[CH:6][CH:7]=1, predict the reactants needed to synthesize it. The reactants are: [F:1][C:2]1[C:3]([CH3:26])=[C:4]([C:8]2([C:22]([O:24][CH3:25])=[O:23])[CH2:13][CH:12]=[C:11](OS(C(F)(F)F)(=O)=O)[CH2:10][CH2:9]2)[CH:5]=[CH:6][CH:7]=1.[F:27][C:28]1[CH:29]=[C:30](B(O)O)[CH:31]=[N:32][CH:33]=1.[F-].[Cs+].COCCOC.